This data is from Peptide-MHC class I binding affinity with 185,985 pairs from IEDB/IMGT. The task is: Regression. Given a peptide amino acid sequence and an MHC pseudo amino acid sequence, predict their binding affinity value. This is MHC class I binding data. (1) The peptide sequence is ISSFYWSL. The MHC is H-2-Kb with pseudo-sequence H-2-Kb. The binding affinity (normalized) is 0.740. (2) The peptide sequence is TRAPAPFPL. The MHC is HLA-B51:01 with pseudo-sequence HLA-B51:01. The binding affinity (normalized) is 0.0847. (3) The peptide sequence is KAFSPEVI. The MHC is HLA-A24:02 with pseudo-sequence HLA-A24:02. The binding affinity (normalized) is 0. (4) The MHC is SLA-20401 with pseudo-sequence SLA-20401. The peptide sequence is HTAEIQQFF. The binding affinity (normalized) is 0.186. (5) The binding affinity (normalized) is 0.0847. The MHC is HLA-A02:01 with pseudo-sequence HLA-A02:01. The peptide sequence is WMACHSAAF. (6) The binding affinity (normalized) is 0.0847. The MHC is HLA-A03:01 with pseudo-sequence HLA-A03:01. The peptide sequence is VPAQNAIST.